From a dataset of Forward reaction prediction with 1.9M reactions from USPTO patents (1976-2016). Predict the product of the given reaction. (1) The product is: [Cl:12][C:13]1[CH:18]=[CH:17][C:16]([C:2]2[CH:11]=[N:10][C:9]3[NH:8][CH2:7][CH2:6][O:5][C:4]=3[CH:3]=2)=[C:15]([F:22])[CH:14]=1. Given the reactants Br[C:2]1[CH:11]=[N:10][C:9]2[NH:8][CH2:7][CH2:6][O:5][C:4]=2[CH:3]=1.[Cl:12][C:13]1[CH:18]=[CH:17][C:16](B(O)O)=[C:15]([F:22])[CH:14]=1, predict the reaction product. (2) Given the reactants [NH2:1][C:2]([CH3:37])([CH3:36])[CH2:3][O:4][C:5]1[CH:10]=[CH:9][C:8]([NH:11][C:12]2[CH:17]=[CH:16][C:15]([CH2:18][CH2:19][NH:20][CH2:21][C@@H:22]([C:24]3[CH:33]=[CH:32][C:31]([OH:34])=[C:30]4[C:25]=3[CH:26]=[CH:27][C:28](=[O:35])[NH:29]4)[OH:23])=[CH:14][CH:13]=2)=[CH:7][CH:6]=1.[CH3:38][C:39]1[CH:49]=[CH:48][C:42]([CH:43]=[CH:44][C:45]([OH:47])=[O:46])=[CH:41][CH:40]=1, predict the reaction product. The product is: [CH3:38][C:39]1[CH:49]=[CH:48][C:42]([CH:43]=[CH:44][C:45]([OH:47])=[O:46])=[CH:41][CH:40]=1.[NH2:1][C:2]([CH3:37])([CH3:36])[CH2:3][O:4][C:5]1[CH:10]=[CH:9][C:8]([NH:11][C:12]2[CH:13]=[CH:14][C:15]([CH2:18][CH2:19][NH:20][CH2:21][C@@H:22]([C:24]3[CH:33]=[CH:32][C:31]([OH:34])=[C:30]4[C:25]=3[CH:26]=[CH:27][C:28](=[O:35])[NH:29]4)[OH:23])=[CH:16][CH:17]=2)=[CH:7][CH:6]=1. (3) Given the reactants [Br:1][C:2]1[CH:3]=[C:4]([CH:7]=[CH:8][CH:9]=1)[CH:5]=[O:6].CC1C=CC(S([CH2:20][N+:21]#[C-:22])(=O)=O)=CC=1.C(=O)([O-])[O-].[K+].[K+], predict the reaction product. The product is: [Br:1][C:2]1[CH:3]=[C:4]([C:5]2[O:6][CH:22]=[N:21][CH:20]=2)[CH:7]=[CH:8][CH:9]=1. (4) Given the reactants [Cl:1]COC1C(=O)C(C)=C(OC)C(=O)C=1C.[CH2:16]([C:20]1[C:21](=[O:32])[C:22]([CH2:30]O)=[C:23]([CH3:29])[C:24](=[O:28])[C:25]=1[O:26][CH3:27])[CH2:17][CH2:18][CH3:19].P(Cl)(Cl)Cl.CN(C=O)C, predict the reaction product. The product is: [CH2:16]([C:20]1[C:21](=[O:32])[C:22]([CH2:30][Cl:1])=[C:23]([CH3:29])[C:24](=[O:28])[C:25]=1[O:26][CH3:27])[CH2:17][CH2:18][CH3:19]. (5) Given the reactants Cl[C:2]1[CH:11]=[N:10][C:9]2[C:4](=[CH:5][C:6]([O:12][CH3:13])=[CH:7][CH:8]=2)[N:3]=1.Br[CH2:15][CH2:16][CH2:17][OH:18].C(OC(=O)[NH:25][CH2:26][CH:27]1[CH2:32][CH2:31][NH:30][CH2:29][CH2:28]1)(C)(C)C, predict the reaction product. The product is: [CH3:13][O:12][C:6]1[CH:5]=[C:4]2[C:9]([N:10]=[CH:11][C:2]([O:18][CH2:17][CH2:16][CH2:15][N:30]3[CH2:31][CH2:32][CH:27]([CH2:26][NH2:25])[CH2:28][CH2:29]3)=[N:3]2)=[CH:8][CH:7]=1.